From a dataset of Forward reaction prediction with 1.9M reactions from USPTO patents (1976-2016). Predict the product of the given reaction. Given the reactants [CH3:1][C:2]([O:5][C:6]([N:8]1[CH2:13][CH2:12][N:11]([C:14]2[CH:23]=[CH:22][CH:21]=[C:20]3[C:15]=2[CH:16]=[CH:17][C:18]([C:24](O)=[O:25])=[N:19]3)[CH2:10][CH2:9]1)=[O:7])([CH3:4])[CH3:3].Cl.C1C=CC2N(O)N=NC=2C=1.[CH3:38][NH:39][CH3:40], predict the reaction product. The product is: [CH3:38][N:39]([CH3:40])[C:24]([C:18]1[CH:17]=[CH:16][C:15]2[C:20](=[CH:21][CH:22]=[CH:23][C:14]=2[N:11]2[CH2:10][CH2:9][N:8]([C:6]([O:5][C:2]([CH3:3])([CH3:4])[CH3:1])=[O:7])[CH2:13][CH2:12]2)[N:19]=1)=[O:25].